From a dataset of hERG Central: cardiac toxicity at 1µM, 10µM, and general inhibition. Predict hERG channel inhibition at various concentrations. The compound is CC1(C)Cc2c(cnn2-c2ccc(F)cc2)C(NC(=O)C2CCC2)C1. Results: hERG_inhib (hERG inhibition (general)): blocker.